From a dataset of Forward reaction prediction with 1.9M reactions from USPTO patents (1976-2016). Predict the product of the given reaction. Given the reactants [CH3:1][C:2]1[C:7]2[N:8]=[C:9]([NH2:12])[N:10]=[N:11][C:6]=2[CH:5]=[C:4]([C:13]2[C:14]([CH3:19])=[N:15][O:16][C:17]=2[CH3:18])[CH:3]=1.S(=O)(=O)(O)N.[CH3:25][O:26][C:27]1[CH:32]=[CH:31][C:30](N)=[CH:29][CH:28]=1, predict the reaction product. The product is: [CH3:19][C:14]1[C:13]([C:4]2[CH:3]=[C:2]([CH3:1])[C:7]3[N:8]=[C:9]([NH:12][C:30]4[CH:31]=[CH:32][C:27]([O:26][CH3:25])=[CH:28][CH:29]=4)[N:10]=[N:11][C:6]=3[CH:5]=2)=[C:17]([CH3:18])[O:16][N:15]=1.